Task: Regression. Given two drug SMILES strings and cell line genomic features, predict the synergy score measuring deviation from expected non-interaction effect.. Dataset: NCI-60 drug combinations with 297,098 pairs across 59 cell lines (1) Drug 1: CC12CCC(CC1=CCC3C2CCC4(C3CC=C4C5=CN=CC=C5)C)O. Drug 2: CN1C(=O)N2C=NC(=C2N=N1)C(=O)N. Cell line: SK-MEL-5. Synergy scores: CSS=-9.79, Synergy_ZIP=3.18, Synergy_Bliss=-1.81, Synergy_Loewe=-12.5, Synergy_HSA=-9.44. (2) Cell line: SN12C. Synergy scores: CSS=-4.80, Synergy_ZIP=1.99, Synergy_Bliss=-1.51, Synergy_Loewe=-1.42, Synergy_HSA=-5.40. Drug 1: CCCS(=O)(=O)NC1=C(C(=C(C=C1)F)C(=O)C2=CNC3=C2C=C(C=N3)C4=CC=C(C=C4)Cl)F. Drug 2: CCCS(=O)(=O)NC1=C(C(=C(C=C1)F)C(=O)C2=CNC3=C2C=C(C=N3)C4=CC=C(C=C4)Cl)F. (3) Drug 1: C1C(C(OC1N2C=NC3=C(N=C(N=C32)Cl)N)CO)O. Drug 2: C1CC(C1)(C(=O)O)C(=O)O.[NH2-].[NH2-].[Pt+2]. Cell line: MOLT-4. Synergy scores: CSS=77.9, Synergy_ZIP=-0.00194, Synergy_Bliss=0.266, Synergy_Loewe=-1.51, Synergy_HSA=1.76. (4) Drug 1: C1CN1P(=S)(N2CC2)N3CC3. Drug 2: C(CCl)NC(=O)N(CCCl)N=O. Cell line: SK-MEL-28. Synergy scores: CSS=7.91, Synergy_ZIP=-3.11, Synergy_Bliss=1.41, Synergy_Loewe=1.90, Synergy_HSA=2.60. (5) Drug 1: C1=CC(=C2C(=C1NCCNCCO)C(=O)C3=C(C=CC(=C3C2=O)O)O)NCCNCCO. Drug 2: CCCCCOC(=O)NC1=NC(=O)N(C=C1F)C2C(C(C(O2)C)O)O. Cell line: TK-10. Synergy scores: CSS=34.2, Synergy_ZIP=3.44, Synergy_Bliss=4.49, Synergy_Loewe=-13.1, Synergy_HSA=4.86. (6) Drug 1: CC=C1C(=O)NC(C(=O)OC2CC(=O)NC(C(=O)NC(CSSCCC=C2)C(=O)N1)C(C)C)C(C)C. Drug 2: CCC1=C2CN3C(=CC4=C(C3=O)COC(=O)C4(CC)O)C2=NC5=C1C=C(C=C5)O. Cell line: A498. Synergy scores: CSS=56.8, Synergy_ZIP=-3.86, Synergy_Bliss=-2.48, Synergy_Loewe=-2.38, Synergy_HSA=0.618. (7) Cell line: EKVX. Drug 2: C(CN)CNCCSP(=O)(O)O. Synergy scores: CSS=3.21, Synergy_ZIP=0.820, Synergy_Bliss=1.54, Synergy_Loewe=2.15, Synergy_HSA=-0.271. Drug 1: C(=O)(N)NO. (8) Drug 1: C1=CC=C(C(=C1)C(C2=CC=C(C=C2)Cl)C(Cl)Cl)Cl. Drug 2: CN(C(=O)NC(C=O)C(C(C(CO)O)O)O)N=O. Cell line: OVCAR-5. Synergy scores: CSS=-5.61, Synergy_ZIP=3.22, Synergy_Bliss=0.628, Synergy_Loewe=-2.92, Synergy_HSA=-3.55.